This data is from Catalyst prediction with 721,799 reactions and 888 catalyst types from USPTO. The task is: Predict which catalyst facilitates the given reaction. Reactant: [CH3:1][C:2]1[CH:9]=[C:8]([N+:10]([O-:12])=[O:11])[CH:7]=[CH:6][C:3]=1[C:4]#[N:5].[Br:13]N1C(=O)CCC1=O.N(C(C)(C)C#N)=NC(C)(C)C#N. The catalyst class is: 53. Product: [Br:13][CH2:1][C:2]1[CH:9]=[C:8]([N+:10]([O-:12])=[O:11])[CH:7]=[CH:6][C:3]=1[C:4]#[N:5].